From a dataset of Forward reaction prediction with 1.9M reactions from USPTO patents (1976-2016). Predict the product of the given reaction. Given the reactants [C:1]([O-])(=O)C.[NH4+:5].[CH3:6][CH:7]([CH3:14])[C:8](=O)[CH2:9][C:10]([O-:12])=[O:11], predict the reaction product. The product is: [NH2:5][C:8]([CH:7]([CH3:14])[CH3:6])=[CH:9][C:10]([O:12][CH3:1])=[O:11].